Dataset: Catalyst prediction with 721,799 reactions and 888 catalyst types from USPTO. Task: Predict which catalyst facilitates the given reaction. (1) Reactant: Cl.[F:2][C:3]1[CH:4]=[C:5]([NH:10][CH:11]([C:15]2[CH:20]=[CH:19][CH:18]=[CH:17][CH:16]=2)[C:12]([OH:14])=[O:13])[CH:6]=[CH:7][C:8]=1[CH3:9].C1C=CC2N(O)N=NC=2C=1.CCN(C(C)C)C(C)C.[N:40]12[CH2:47][CH2:46][CH:43]([CH2:44][CH2:45]1)[C@@H:42](O)[CH2:41]2. Product: [N:40]12[CH2:47][CH2:46][CH:43]([CH2:44][CH2:45]1)[C@@H:42]([O:13][C:12](=[O:14])[CH:11]([NH:10][C:5]1[CH:6]=[CH:7][C:8]([CH3:9])=[C:3]([F:2])[CH:4]=1)[C:15]1[CH:16]=[CH:17][CH:18]=[CH:19][CH:20]=1)[CH2:41]2. The catalyst class is: 10. (2) Reactant: [OH-].[Na+].[C:3]([C:7]1[CH:12]=[C:11]([C:13]([CH3:16])([CH3:15])[CH3:14])[C:10](O)=[CH:9][C:8]=1[OH:18])([CH3:6])([CH3:5])[CH3:4].S([O-])(O)(=O)=O.[CH3:24][N+](C)(C)C.COS([O:34][CH3:35])(=O)=O. Product: [C:13]([C:11]1[CH:12]=[C:7]([C:3]([CH3:6])([CH3:5])[CH3:4])[C:8]([O:18][CH3:24])=[CH:9][C:10]=1[O:34][CH3:35])([CH3:16])([CH3:15])[CH3:14]. The catalyst class is: 4. (3) Reactant: [CH2:1]([O:3][C:4](=[O:15])[C:5]1[C:10]([Cl:11])=[CH:9][CH:8]=[C:7]([CH:12]=O)[C:6]=1[F:14])[CH3:2].[NH2:16][OH:17]. Product: [CH2:1]([O:3][C:4](=[O:15])[C:5]1[C:10]([Cl:11])=[CH:9][CH:8]=[C:7]([CH:12]=[N:16][OH:17])[C:6]=1[F:14])[CH3:2]. The catalyst class is: 5.